From a dataset of NCI-60 drug combinations with 297,098 pairs across 59 cell lines. Regression. Given two drug SMILES strings and cell line genomic features, predict the synergy score measuring deviation from expected non-interaction effect. Drug 1: C1CC(C1)(C(=O)O)C(=O)O.[NH2-].[NH2-].[Pt+2]. Drug 2: CC12CCC3C(C1CCC2OP(=O)(O)O)CCC4=C3C=CC(=C4)OC(=O)N(CCCl)CCCl.[Na+]. Cell line: IGROV1. Synergy scores: CSS=20.2, Synergy_ZIP=-9.12, Synergy_Bliss=-3.37, Synergy_Loewe=-19.8, Synergy_HSA=-0.963.